This data is from Catalyst prediction with 721,799 reactions and 888 catalyst types from USPTO. The task is: Predict which catalyst facilitates the given reaction. (1) Reactant: [F:1][C:2]1[CH:7]=[CH:6][C:5]([C:8]2[C:13](/[CH:14]=[CH:15]/[C@@H:16]([OH:21])[CH2:17]C(O)=O)=[C:12]([CH:22]([CH3:24])[CH3:23])[N:11]=[C:10]([N:25]([CH3:30])[S:26]([CH3:29])(=[O:28])=[O:27])[N:9]=2)=[CH:4][CH:3]=1.[K+].[C:32]([O:38][CH3:39])(=[O:37])[CH2:33][C:34]([O-:36])=O.[Cl-].[Mg+2].[Cl-].C(N(CC)CC)C. Product: [F:1][C:2]1[CH:7]=[CH:6][C:5]([C:8]2[C:13](/[CH:14]=[CH:15]/[C@@H:16]([OH:21])[CH2:17][C:34](=[O:36])[CH2:33][C:32]([O:38][CH3:39])=[O:37])=[C:12]([CH:22]([CH3:24])[CH3:23])[N:11]=[C:10]([N:25]([CH3:30])[S:26]([CH3:29])(=[O:28])=[O:27])[N:9]=2)=[CH:4][CH:3]=1. The catalyst class is: 1. (2) Reactant: [Cl:1][C:2]1[CH:3]=[CH:4][CH:5]=[C:6]2[C:10]=1[NH:9][N:8]=[C:7]2[C:11]1[CH:16]=[CH:15][C:14]([O:17][CH3:18])=[C:13]([F:19])[CH:12]=1.[H-].[Na+].[CH2:22](Br)[CH2:23][CH3:24]. Product: [Cl:1][C:2]1[CH:3]=[CH:4][CH:5]=[C:6]2[C:10]=1[N:9]([CH2:22][CH2:23][CH3:24])[N:8]=[C:7]2[C:11]1[CH:16]=[CH:15][C:14]([O:17][CH3:18])=[C:13]([F:19])[CH:12]=1. The catalyst class is: 3. (3) Reactant: [CH2:1]([N:8]1[CH2:13][CH:12]2[CH:14]([NH:15][C:16]3[CH:17]=[C:18]4[C:22](=[CH:23][CH:24]=3)[N:21](C(=O)C(C)(C)C)[N:20]=[CH:19]4)[CH:9]1[CH2:10][CH2:11]2)[C:2]1[CH:7]=[CH:6][CH:5]=[CH:4][CH:3]=1.C12C(NC3C=C4C(=CC=3)N(C(=O)C(C)(C)C)N=C4)C(CC1)CN2.C(=O)([O-])[O-].[K+].[K+]. Product: [CH2:1]([N:8]1[CH2:13][CH:12]2[CH:14]([NH:15][C:16]3[CH:17]=[C:18]4[C:22](=[CH:23][CH:24]=3)[NH:21][N:20]=[CH:19]4)[CH:9]1[CH2:10][CH2:11]2)[C:2]1[CH:7]=[CH:6][CH:5]=[CH:4][CH:3]=1. The catalyst class is: 5. (4) Reactant: FC(F)(F)C(O)=O.[Cl:8][C:9]1[CH:15]=[CH:14][C:12]([NH2:13])=[CH:11][CH:10]=1.[CH3:16][C:17]1O[C:20]([C:22]2[CH:29]=[CH:28][C:25]([C:26]#[N:27])=[CH:24][CH:23]=2)=[N:19][N:18]=1. Product: [Cl:8][C:9]1[CH:15]=[CH:14][C:12]([N:13]2[C:17]([CH3:16])=[N:18][N:19]=[C:20]2[C:22]2[CH:29]=[CH:28][C:25]([C:26]#[N:27])=[CH:24][CH:23]=2)=[CH:11][CH:10]=1. The catalyst class is: 7.